Task: Predict the reactants needed to synthesize the given product.. Dataset: Full USPTO retrosynthesis dataset with 1.9M reactions from patents (1976-2016) (1) Given the product [CH:1]([C:4]1[CH:12]=[C:11]2[C:7]([C:8]([CH3:14])=[CH:9][N:10]2[CH3:13])=[CH:6][C:5]=1[O:15][C:16](=[CH:4][CH2:5][O:15][CH3:16])[C:17]#[N:18])([CH3:3])[CH3:2], predict the reactants needed to synthesize it. The reactants are: [CH:1]([C:4]1[CH:12]=[C:11]2[C:7]([C:8]([CH3:14])=[CH:9][N:10]2[CH3:13])=[CH:6][C:5]=1[O:15][CH2:16][C:17]#[N:18])([CH3:3])[CH3:2].[H-].[Na+].CI. (2) The reactants are: C(C(CCCC)C[C:19]1[CH:24]=[C:23]([C:19]2[CH:24]=[CH:23][C:22](CC(CC)CCCC)=[C:21](CC(CC)CCCC)[CH:20]=2)[CH:22]=[CH:21][C:20]=1CC(CC)CCCC)C.Br[C:46]1[CH:51]=[CH:50][C:49]([O:52][CH2:53][CH3:54])=[C:48]([O:55][CH2:56][CH3:57])[CH:47]=1. Given the product [CH2:56]([O:55][C:48]1[CH:47]=[C:46]([C:19]2[CH:24]=[CH:23][C:22]([O:52][CH2:49][CH3:48])=[C:21]([O:55][CH2:56][CH3:57])[CH:20]=2)[CH:51]=[CH:50][C:49]=1[O:52][CH2:53][CH3:54])[CH3:57], predict the reactants needed to synthesize it. (3) Given the product [Cl:1][C:2]1[CH:8]=[C:7]([O:9][C:10]2[C:19]3[C:14](=[CH:15][C:16]([O:22][CH3:23])=[C:17]([O:20][CH3:21])[CH:18]=3)[N:13]=[CH:12][CH:11]=2)[CH:6]=[CH:5][C:3]=1[NH:4][C:31]([NH:30][C:25]1[CH:26]=[CH:27][CH:28]=[CH:29][C:24]=1[CH3:33])=[O:32], predict the reactants needed to synthesize it. The reactants are: [Cl:1][C:2]1[CH:8]=[C:7]([O:9][C:10]2[C:19]3[C:14](=[CH:15][C:16]([O:22][CH3:23])=[C:17]([O:20][CH3:21])[CH:18]=3)[N:13]=[CH:12][CH:11]=2)[CH:6]=[CH:5][C:3]=1[NH2:4].[C:24]1([CH3:33])[C:25]([N:30]=[C:31]=[O:32])=[CH:26][CH:27]=[CH:28][CH:29]=1.CO. (4) The reactants are: C([Li])CCC.CCCCCC.[CH:12]1([C:16]([O:18][CH2:19][CH3:20])=[O:17])[CH2:15][CH2:14][CH2:13]1.Br[C:22]1[CH:27]=[CH:26][CH:25]=[CH:24][N:23]=1.C(P)(C)(C)C.CCCCCC. Given the product [N:23]1[CH:24]=[CH:25][CH:26]=[CH:27][C:22]=1[C:12]1([C:16]([O:18][CH2:19][CH3:20])=[O:17])[CH2:15][CH2:14][CH2:13]1, predict the reactants needed to synthesize it. (5) Given the product [F:1][C:2]1[CH:7]=[C:6]([CH3:8])[CH:5]=[CH:4][C:3]=1[NH:9][C:10]1[C:19]2[C:14](=[CH:15][C:16]([N:20]3[CH2:21][CH2:22][N:23]([CH2:29][CH2:28][OH:30])[CH2:24][CH2:25]3)=[CH:17][CH:18]=2)[N:13]=[N:12][C:11]=1[C:26]#[N:27], predict the reactants needed to synthesize it. The reactants are: [F:1][C:2]1[CH:7]=[C:6]([CH3:8])[CH:5]=[CH:4][C:3]=1[NH:9][C:10]1[C:19]2[C:14](=[CH:15][C:16]([N:20]3[CH2:25][CH2:24][NH:23][CH2:22][CH2:21]3)=[CH:17][CH:18]=2)[N:13]=[N:12][C:11]=1[C:26]#[N:27].[C:28](O)(=[O:30])[CH3:29].[Si](OCC=O)(C(C)(C)C)(C)C.C([BH3-])#N.[Na+].Cl. (6) Given the product [F:19][C:9]([F:8])([F:18])[CH2:10][CH2:11][S:12]([CH:15]([CH2:7][CH2:6][CH2:5][CH2:4][C:3]#[CH:2])[C:16]#[N:17])(=[O:13])=[O:14], predict the reactants needed to synthesize it. The reactants are: Cl[CH2:2][CH2:3][CH2:4][CH2:5][C:6]#[CH:7].[F:8][C:9]([F:19])([F:18])[CH2:10][CH2:11][S:12]([CH2:15][C:16]#[N:17])(=[O:14])=[O:13].C(=O)([O-])[O-].[K+].[K+].Cl. (7) Given the product [Cl:1][C:2]1[N:7]=[CH:6][C:5]2[NH:8][C:10](=[S:11])[NH:9][C:4]=2[CH:3]=1, predict the reactants needed to synthesize it. The reactants are: [Cl:1][C:2]1[N:7]=[CH:6][C:5]([NH2:8])=[C:4]([NH2:9])[CH:3]=1.[C:10](N1C=CN=C1)(N1C=CN=C1)=[S:11].C(N(CC)CC)C. (8) Given the product [OH:1][C:2]1[C:11]([CH:15]=[O:16])=[C:10]([O:12][CH3:13])[CH:9]=[CH:8][C:3]=1[C:4]([O:6][CH3:7])=[O:5], predict the reactants needed to synthesize it. The reactants are: [OH:1][C:2]1[CH:11]=[C:10]([O:12][CH3:13])[CH:9]=[CH:8][C:3]=1[C:4]([O:6][CH3:7])=[O:5].Cl[CH:15](Cl)[O:16]C. (9) The reactants are: [C:1]12([NH2:11])[CH2:10][CH:5]3[CH2:6][CH:7]([CH2:9][CH:3]([CH2:4]3)[CH2:2]1)[CH2:8]2.[NH2:12][C:13]1[N:18]=[CH:17][C:16]([CH:19]=O)=[CH:15][N:14]=1. Given the product [C:1]12([NH:11][CH2:19][C:16]3[CH:15]=[N:14][C:13]([NH2:12])=[N:18][CH:17]=3)[CH2:8][CH:7]3[CH2:6][CH:5]([CH2:4][CH:3]([CH2:9]3)[CH2:2]1)[CH2:10]2, predict the reactants needed to synthesize it.